Dataset: Full USPTO retrosynthesis dataset with 1.9M reactions from patents (1976-2016). Task: Predict the reactants needed to synthesize the given product. (1) The reactants are: C(C1C=CC=CC=1C#N)#C.[CH3:11][Si:12]([C:15]#[CH:16])([CH3:14])[CH3:13].[I:17][C:18]1[CH:23]=[CH:22][CH:21]=[CH:20][C:19]=1I. Given the product [CH3:11][Si:12]([CH3:14])([CH3:13])[C:15]#[C:16][C:19]1[CH:20]=[CH:21][CH:22]=[CH:23][C:18]=1[I:17], predict the reactants needed to synthesize it. (2) Given the product [Cl:1][C:2]1[N:3]=[C:4]([NH:10][CH3:9])[CH:5]=[CH:6][N:7]=1, predict the reactants needed to synthesize it. The reactants are: [Cl:1][C:2]1[N:7]=[CH:6][CH:5]=[C:4](Cl)[N:3]=1.[CH3:9][NH2:10]. (3) Given the product [Cl:10][C:6]1[CH:7]=[CH:8][CH:9]=[C:4]2[C:5]=1[NH:11][C:21](=[O:23])[N:51]([CH2:50][CH2:49][CH2:48][CH2:47][N:46]1[CH:44]3[CH2:43][CH2:42][CH:41]1[CH2:40][N:39]([C:36]1[CH:37]=[CH:38][C:33]([Cl:32])=[CH:34][CH:35]=1)[CH2:45]3)[C:3]2=[O:12], predict the reactants needed to synthesize it. The reactants are: CO[C:3](=[O:12])[C:4]1[CH:9]=[CH:8][CH:7]=[C:6]([Cl:10])[C:5]=1[NH2:11].C(N(CC)CC)C.Cl[C:21](Cl)([O:23]C(=O)OC(Cl)(Cl)Cl)Cl.[Cl:32][C:33]1[CH:38]=[CH:37][C:36]([N:39]2[CH2:45][CH:44]3[N:46]([CH2:47][CH2:48][CH2:49][CH2:50][NH2:51])[CH:41]([CH2:42][CH2:43]3)[CH2:40]2)=[CH:35][CH:34]=1. (4) Given the product [CH3:46][C:39]1[CH:40]=[CH:41][CH:42]=[CH:43][C:44]=1[O:45][C@@H:7]([C:1]1[CH:6]=[CH:5][CH:4]=[CH:3][CH:2]=1)[CH2:8][CH2:9][NH:10][CH3:14], predict the reactants needed to synthesize it. The reactants are: [C:1]1([CH:7](Cl)[CH2:8][CH2:9][NH2:10])[CH:6]=[CH:5][CH:4]=[CH:3][CH:2]=1.BrN1C(=O)CC[C:14]1=O.C(OOC(=O)C1C=CC=CC=1)(=O)C1C=CC=CC=1.[Na].[C:39]1([CH3:46])[C:44]([OH:45])=[CH:43][CH:42]=[CH:41][CH:40]=1.CN. (5) Given the product [C:1]([O:5][C:6]([N:8]1[CH2:13][CH2:12][CH:11]([N:14]([CH:15]2[CH2:17][CH2:16]2)[C:18]([C:20]2[CH:21]=[N:22][C:23]([C:36]3[O:40][CH:39]=[N:38][CH:37]=3)=[C:24]([F:26])[CH:25]=2)=[O:19])[CH2:10][CH2:9]1)=[O:7])([CH3:4])([CH3:3])[CH3:2], predict the reactants needed to synthesize it. The reactants are: [C:1]([O:5][C:6]([N:8]1[CH2:13][CH2:12][CH:11]([N:14]([C:18]([C:20]2[CH:21]=[N:22][C:23](Br)=[C:24]([F:26])[CH:25]=2)=[O:19])[CH:15]2[CH2:17][CH2:16]2)[CH2:10][CH2:9]1)=[O:7])([CH3:4])([CH3:3])[CH3:2].CC1(C)C(C)(C)OB([C:36]2[O:40][C:39]([Si](C(C)C)(C(C)C)C(C)C)=[N:38][CH:37]=2)O1.